This data is from Full USPTO retrosynthesis dataset with 1.9M reactions from patents (1976-2016). The task is: Predict the reactants needed to synthesize the given product. (1) Given the product [NH2:12][C:11]1[O:8][C:1]([C:2]2[CH:3]=[CH:4][CH:5]=[CH:6][CH:7]=2)=[N:9][C:10]=1[C:13]([O:15][CH2:16][CH3:17])=[O:14], predict the reactants needed to synthesize it. The reactants are: [C:1]([NH:9][C@H:10]([C:13]([O:15][CH2:16][CH3:17])=[O:14])[C:11]#[N:12])(=[O:8])[C:2]1[CH:7]=[CH:6][CH:5]=[CH:4][CH:3]=1.Cl. (2) Given the product [F:18][C:9]1[CH:10]=[C:11]([C:14]([F:17])([F:16])[F:15])[CH:12]=[CH:13][C:8]=1[C:4]1[O:3][C:2]([NH:21][C:19]2[CH:13]=[CH:12][CH:11]=[C:10]3[C:20]=2[CH2:5][CH:4]([OH:3])[CH2:8][CH2:9]3)=[N:6][C:5]=1[CH3:7], predict the reactants needed to synthesize it. The reactants are: Cl[C:2]1[O:3][C:4]([C:8]2[CH:13]=[CH:12][C:11]([C:14]([F:17])([F:16])[F:15])=[CH:10][C:9]=2[F:18])=[C:5]([CH3:7])[N:6]=1.[C:19](#[N:21])[CH3:20]. (3) Given the product [NH2:1][C:2]1[C:11]2[N:12]=[CH:13][N:14]([CH2:15][C:16]([OH:18])([CH3:19])[CH3:17])[C:10]=2[C:9]2[CH:8]=[C:7](/[CH:23]=[CH:22]/[C:21]([O:25][CH3:26])=[O:24])[CH:6]=[CH:5][C:4]=2[N:3]=1, predict the reactants needed to synthesize it. The reactants are: [NH2:1][C:2]1[C:11]2[N:12]=[CH:13][N:14]([CH2:15][C:16]([CH3:19])([OH:18])[CH3:17])[C:10]=2[C:9]2[CH:8]=[C:7](Br)[CH:6]=[CH:5][C:4]=2[N:3]=1.[C:21]([O:25][CH3:26])(=[O:24])[CH:22]=[CH2:23].